This data is from Full USPTO retrosynthesis dataset with 1.9M reactions from patents (1976-2016). The task is: Predict the reactants needed to synthesize the given product. (1) Given the product [CH3:41][O:42][C:15](=[O:18])[CH2:16][CH2:17][CH:12]([C:13](=[O:19])[NH2:14])[N:5]1[CH2:4][C:34]2[C:33](=[CH:38][CH:37]=[CH:36][C:35]=2[O:67][CH2:66][C:63]2[CH:64]=[CH:65][C:60]([CH2:59][N:53]3[CH2:58][CH2:57][O:56][CH2:55][CH2:54]3)=[CH:61][CH:62]=2)[C:6]1=[O:11], predict the reactants needed to synthesize it. The reactants are: OC1C=CC=C2C=1[CH2:4][N:5]([CH:12]1[CH2:17][CH2:16][C:15](=[O:18])[NH:14][C:13]1=[O:19])[C:6]2=[O:11].[C:33]1(P([C:33]2[CH:38]=[CH:37][CH:36]=[CH:35][CH:34]=2)[C:33]2[CH:38]=[CH:37][CH:36]=[CH:35][CH:34]=2)[CH:38]=[CH:37][CH:36]=[CH:35][CH:34]=1.N(C(OC(C)C)=O)=N[C:41](OC(C)C)=[O:42].[N:53]1([CH2:59][C:60]2[CH:65]=[CH:64][C:63]([CH2:66][OH:67])=[CH:62][CH:61]=2)[CH2:58][CH2:57][O:56][CH2:55][CH2:54]1. (2) Given the product [C:16]([O:15][C:13]([NH:8][C@H:7]([CH2:11][CH2:10][C:9]([C:22]1[CH:27]=[CH:26][C:25]([F:28])=[C:24]([F:29])[C:23]=1[F:30])=[O:12])[C:5]([O:4][CH2:3][CH3:2])=[O:6])=[O:14])([CH3:19])([CH3:18])[CH3:17], predict the reactants needed to synthesize it. The reactants are: [Mg].[CH3:2][CH2:3][O:4][C:5]([C@H:7]1[CH2:11][CH2:10][C:9](=[O:12])[N:8]1[C:13]([O:15][C:16]([CH3:19])([CH3:18])[CH3:17])=[O:14])=[O:6].O.Br[C:22]1[CH:27]=[CH:26][C:25]([F:28])=[C:24]([F:29])[C:23]=1[F:30]. (3) Given the product [Si:8]([O:15][C:34]([C:28]1[CH:29]=[CH:30][CH:31]=[C:32]2[C:27]=1[N:26]=[C:25]([NH:37][C:38]1[CH:43]=[CH:42][CH:41]=[CH:40][CH:39]=1)[C:24]([CH3:23])=[CH:33]2)=[CH2:35])([C:11]([CH3:14])([CH3:13])[CH3:12])([CH3:10])[CH3:9], predict the reactants needed to synthesize it. The reactants are: CCN(CC)CC.[Si:8]([O:15]S(C(F)(F)F)(=O)=O)([C:11]([CH3:14])([CH3:13])[CH3:12])([CH3:10])[CH3:9].[CH3:23][C:24]1[C:25]([NH:37][C:38]2[CH:43]=[CH:42][CH:41]=[CH:40][CH:39]=2)=[N:26][C:27]2[C:32]([CH:33]=1)=[CH:31][CH:30]=[CH:29][C:28]=2[C:34](=O)[CH3:35]. (4) Given the product [Cl:1][C:2]1[C:3]([CH2:30][OH:31])=[CH:4][C:5]2[O:10][CH:9]([C:11]([N:13]3[CH2:18][CH2:17][C:16]([CH2:21][C:22]4[CH:23]=[CH:24][C:25]([F:28])=[CH:26][CH:27]=4)([C:19]#[N:20])[CH2:15][CH2:14]3)=[O:12])[CH2:8][NH:7][C:6]=2[CH:29]=1, predict the reactants needed to synthesize it. The reactants are: [Cl:1][C:2]1[C:3]([CH:30]=[O:31])=[CH:4][C:5]2[O:10][CH:9]([C:11]([N:13]3[CH2:18][CH2:17][C:16]([CH2:21][C:22]4[CH:27]=[CH:26][C:25]([F:28])=[CH:24][CH:23]=4)([C:19]#[N:20])[CH2:15][CH2:14]3)=[O:12])[CH2:8][NH:7][C:6]=2[CH:29]=1.[BH4-].[Na+]. (5) Given the product [C:16]([O:15][C:13]([NH:1][CH:2]([CH:7]1[CH2:9][CH2:8]1)[CH2:3][C:4]([OH:6])=[O:5])=[O:14])([CH3:19])([CH3:18])[CH3:17], predict the reactants needed to synthesize it. The reactants are: [NH2:1][CH:2]([CH:7]1[CH2:9][CH2:8]1)[CH2:3][C:4]([OH:6])=[O:5].O.[OH-].[Na+].[C:13](O[C:13]([O:15][C:16]([CH3:19])([CH3:18])[CH3:17])=[O:14])([O:15][C:16]([CH3:19])([CH3:18])[CH3:17])=[O:14].